Dataset: hERG Central: cardiac toxicity at 1µM, 10µM, and general inhibition. Task: Predict hERG channel inhibition at various concentrations. (1) The drug is Cc1cccc(C(=O)NCC2CCN(C(=O)c3cccc(C)c3)CC2)c1. Results: hERG_inhib (hERG inhibition (general)): blocker. (2) The compound is CCOc1ccccc1C(=O)NC1CC2CCCC(C1)N2Cc1ccccc1. Results: hERG_inhib (hERG inhibition (general)): blocker.